This data is from Forward reaction prediction with 1.9M reactions from USPTO patents (1976-2016). The task is: Predict the product of the given reaction. (1) Given the reactants C(O[C:6](=[O:25])[NH:7][CH2:8][CH2:9][NH:10][C:11]([NH:13][C:14]1[S:15][C:16]2[N:17]=[CH:18][N:19]=[C:20]([O:23][CH3:24])[C:21]=2[N:22]=1)=[O:12])(C)(C)C.FC(F)(F)C(O)=O.COC1C2N=C(NC(N3CCC(N)C3)=O)SC=2N=CN=1.[F:53][C:54]1[CH:62]=[CH:61][C:57](C(Cl)=O)=[CH:56][C:55]=1[C:63]([F:66])([F:65])[F:64], predict the reaction product. The product is: [F:53][C:54]1[CH:62]=[CH:61][C:57]([C:6]([NH:7][CH2:8][CH2:9][NH:10][C:11]([NH:13][C:14]2[S:15][C:16]3[N:17]=[CH:18][N:19]=[C:20]([O:23][CH3:24])[C:21]=3[N:22]=2)=[O:12])=[O:25])=[CH:56][C:55]=1[C:63]([F:64])([F:65])[F:66]. (2) Given the reactants [Cl:1][C:2]1[CH:3]=[CH:4][C:5]2[NH:11][C:10](=O)[CH2:9][NH:8][C:7](=O)[C:6]=2[CH:14]=1.[H-].[Al+3].[Li+].[H-].[H-].[H-], predict the reaction product. The product is: [Cl:1][C:2]1[CH:3]=[CH:4][C:5]2[NH:11][CH2:10][CH2:9][NH:8][CH2:7][C:6]=2[CH:14]=1. (3) Given the reactants [CH3:1][NH:2][C:3]1[CH:8]=[CH:7][CH:6]=[CH:5][CH:4]=1.[CH2:9]1[O:12][C@H:10]1[CH3:11], predict the reaction product. The product is: [CH3:1][N:2]([C:3]1[CH:8]=[CH:7][CH:6]=[CH:5][CH:4]=1)[CH2:9][C@@H:10]([OH:12])[CH3:11]. (4) The product is: [C:1]([O:5][C:6]([NH:8][C@H:9]([C:16]([N:44]1[CH2:51][CH2:50][CH2:49][C@H:45]1[C:46]([NH2:48])=[O:47])=[O:18])[CH2:10][C:11]1[N:15]=[CH:14][NH:13][CH:12]=1)=[O:7])([CH3:2])([CH3:3])[CH3:4]. Given the reactants [C:1]([O:5][C:6]([NH:8][C@H:9]([C:16]([OH:18])=O)[CH2:10][C:11]1[N:15]=[CH:14][NH:13][CH:12]=1)=[O:7])([CH3:4])([CH3:3])[CH3:2].C1CCC(N=C=NC2CCCCC2)CC1.C1C=CC2N(O)N=NC=2C=1.[NH:44]1[CH2:51][CH2:50][CH2:49][C@H:45]1[C:46]([NH2:48])=[O:47], predict the reaction product. (5) Given the reactants CC([C:4]1[CH:9]=[CH:8][C:7]([Cl:10])=[CH:6][CH:5]=1)=O.[CH2:11](O)[CH3:12].C1(C)C=CC(S([CH2:23][N+:24]#[C-])(=O)=O)=CC=1.CC(C)([O-])C.[K+], predict the reaction product. The product is: [Cl:10][C:7]1[CH:8]=[CH:9][C:4]([CH:11]([CH3:12])[C:23]#[N:24])=[CH:5][CH:6]=1.